This data is from Forward reaction prediction with 1.9M reactions from USPTO patents (1976-2016). The task is: Predict the product of the given reaction. Given the reactants [H-].[H-].[H-].[H-].[Li+].[Al+3].[CH3:7][N:8]1[C:12]([NH:13][C:14](=O)[C:15]([CH3:18])([CH3:17])[CH3:16])=[CH:11][C:10]([CH3:20])=[N:9]1.O.[OH-].[Na+], predict the reaction product. The product is: [CH3:16][C:15]([CH3:18])([CH3:17])[CH2:14][NH:13][C:12]1[N:8]([CH3:7])[N:9]=[C:10]([CH3:20])[CH:11]=1.